From a dataset of Reaction yield outcomes from USPTO patents with 853,638 reactions. Predict the reaction yield, written as a fraction of the theoretical maximum amount of product (1.0 means a 100% yield; for example, 0.34 means a 34% yield). (1) The reactants are [BH4-].[Na+].[CH3:3][C:4]1[CH:5]=[C:6](/[CH:11]=[C:12](\[C:15]2[CH:20]=[CH:19][CH:18]=[C:17]([O:21][CH3:22])[CH:16]=2)/[C:13]#[N:14])[CH:7]=[CH:8][C:9]=1[CH3:10]. The yield is 0.960. The catalyst is CCO. The product is [CH3:3][C:4]1[CH:5]=[C:6]([CH2:11][CH:12]([C:15]2[CH:20]=[CH:19][CH:18]=[C:17]([O:21][CH3:22])[CH:16]=2)[C:13]#[N:14])[CH:7]=[CH:8][C:9]=1[CH3:10]. (2) The reactants are [F:1][C:2]1[C:19]([CH3:20])=[CH:18][C:17]([C:21]2[CH:26]=[CH:25][CH:24]=[C:23]([F:27])[CH:22]=2)=[CH:16][C:3]=1[C:4]([NH:6][C:7]1[C:12]([CH3:13])=[CH:11][CH:10]=[C:9]([OH:14])[C:8]=1[CH3:15])=O.N#N. The catalyst is C1COCC1. The product is [F:1][C:2]1[C:19]([CH3:20])=[CH:18][C:17]([C:21]2[CH:26]=[CH:25][CH:24]=[C:23]([F:27])[CH:22]=2)=[CH:16][C:3]=1[CH2:4][NH:6][C:7]1[C:8]([CH3:15])=[C:9]([OH:14])[CH:10]=[CH:11][C:12]=1[CH3:13]. The yield is 0.410. (3) The reactants are [NH2:1][C:2]1[CH:3]=[C:4]2[C:8](=[CH:9][C:10]=1[N+:11]([O-:13])=[O:12])[C:7](=[O:14])[NH:6][C:5]2=[O:15].N[CH:17]1[CH2:22][CH2:21][N:20]([C:23]([O:25][C:26]([CH3:29])([CH3:28])[CH3:27])=[O:24])[CH2:19][CH2:18]1.N1C=CN=C1. The catalyst is O1CCOCC1. The product is [C:26]([O:25][C:23]([N:20]1[CH2:21][CH2:22][CH:17]([N:6]2[C:5](=[O:15])[C:4]3[C:8](=[CH:9][C:10]([N+:11]([O-:13])=[O:12])=[C:2]([NH2:1])[CH:3]=3)[C:7]2=[O:14])[CH2:18][CH2:19]1)=[O:24])([CH3:29])([CH3:27])[CH3:28]. The yield is 0.540. (4) The reactants are Cl.[NH:2]1[CH2:7][CH2:6][CH:5]([NH:8][C:9]([C:11]2[C:15]([NH:16][C:17](=[O:26])[C:18]3[C:23]([Cl:24])=[CH:22][CH:21]=[CH:20][C:19]=3[Cl:25])=[CH:14][NH:13][N:12]=2)=[O:10])[CH2:4][CH2:3]1.C(N(CC)CC)C.[F:34][C:35]([F:46])([F:45])[C:36](O[C:36](=[O:37])[C:35]([F:46])([F:45])[F:34])=[O:37]. The catalyst is C1COCC1. The product is [F:34][C:35]([F:46])([F:45])[C:36]([N:2]1[CH2:7][CH2:6][CH:5]([NH:8][C:9]([C:11]2[C:15]([NH:16][C:17](=[O:26])[C:18]3[C:23]([Cl:24])=[CH:22][CH:21]=[CH:20][C:19]=3[Cl:25])=[CH:14][NH:13][N:12]=2)=[O:10])[CH2:4][CH2:3]1)=[O:37]. The yield is 0.300. (5) The reactants are [N:1]1([C:6]2[CH:11]=[C:10]([N+:12]([O-:14])=[O:13])[C:9]([NH:15]C(=O)C)=[C:8]([CH3:19])[CH:7]=2)[CH:5]=[CH:4][N:3]=[CH:2]1.Cl.C([O-])(O)=O.[Na+]. The catalyst is C(O)C. The product is [N:1]1([C:6]2[CH:11]=[C:10]([N+:12]([O-:14])=[O:13])[C:9]([NH2:15])=[C:8]([CH3:19])[CH:7]=2)[CH:5]=[CH:4][N:3]=[CH:2]1. The yield is 0.760. (6) The reactants are [Br:1][C:2]1[CH:18]=[C:17](/[CH:19]=[CH:20]/[CH:21]([C:26]2[CH:31]=[C:30]([Cl:32])[C:29]([Cl:33])=[C:28]([Cl:34])[CH:27]=2)[C:22]([F:25])([F:24])[F:23])[CH:16]=[CH:15][C:3]=1[C:4]([NH:6][CH2:7][C:8]([O:10]C(C)(C)C)=[O:9])=[O:5].C(O)(C(F)(F)F)=O. The catalyst is C(Cl)Cl. The product is [Br:1][C:2]1[CH:18]=[C:17](/[CH:19]=[CH:20]/[CH:21]([C:26]2[CH:31]=[C:30]([Cl:32])[C:29]([Cl:33])=[C:28]([Cl:34])[CH:27]=2)[C:22]([F:24])([F:25])[F:23])[CH:16]=[CH:15][C:3]=1[C:4]([NH:6][CH2:7][C:8]([OH:10])=[O:9])=[O:5]. The yield is 0.780.